Dataset: Full USPTO retrosynthesis dataset with 1.9M reactions from patents (1976-2016). Task: Predict the reactants needed to synthesize the given product. (1) Given the product [NH2:1][C:2]1[CH:7]=[CH:6][C:5]([C:21]#[N:24])=[C:4]([NH:9][C:10](=[O:16])[O:11][CH3:12])[CH:3]=1, predict the reactants needed to synthesize it. The reactants are: [NH2:1][C:2]1[CH:3]=[C:4]([NH:9][C:10](=[O:16])[O:11][C:12](C)(C)C)[CH:5]=[CH:6][C:7]=1I.IC1C=C[C:21]([NH:24]C(=O)OC(C)(C)C)=CC=1[N+]([O-])=O.O.NN. (2) Given the product [CH3:1][O:2][C:3]1[N:8]2[N:9]=[C:10]([C:15]3[CH:20]=[CH:19][CH:18]=[CH:17][CH:16]=3)[CH:11]=[C:7]2[CH:6]=[CH:5][CH:4]=1, predict the reactants needed to synthesize it. The reactants are: [CH3:1][O:2][C:3]1[N:8]2[N:9]=[C:10]([C:15]3[CH:20]=[CH:19][CH:18]=[CH:17][CH:16]=3)[C:11](C(O)=O)=[C:7]2[CH:6]=[CH:5][CH:4]=1. (3) Given the product [C:51]1([CH2:57][CH:58]([NH:59][C:37](=[O:39])[CH2:36][N:29]2[C:30]3[CH2:31][CH2:32][CH2:33][CH2:34][C:35]=3[C:27]([C:26]([F:25])([F:41])[F:40])=[N:28]2)[C:60]2[N:64]([C:65]3[CH:66]=[CH:67][CH:68]=[CH:69][CH:70]=3)[N:63]=[N:62][CH:61]=2)[CH:52]=[CH:53][CH:54]=[CH:55][CH:56]=1, predict the reactants needed to synthesize it. The reactants are: CN(C(ON1N=NC2C=CC=NC1=2)=[N+](C)C)C.F[P-](F)(F)(F)(F)F.[F:25][C:26]([F:41])([F:40])[C:27]1[C:35]2[CH2:34][CH2:33][CH2:32][CH2:31][C:30]=2[N:29]([CH2:36][C:37]([OH:39])=O)[N:28]=1.CCN(C(C)C)C(C)C.[C:51]1([CH2:57][CH:58]([C:60]2[N:64]([C:65]3[CH:70]=[CH:69][CH:68]=[CH:67][CH:66]=3)[N:63]=[N:62][CH:61]=2)[NH2:59])[CH:56]=[CH:55][CH:54]=[CH:53][CH:52]=1. (4) Given the product [NH2:62][C:60]1[N:59]=[CH:58][N:57]=[C:56]2[N:55]([CH:2]([C:4]3[O:5][C:6](=[O:36])[C:7]4[C:12]([C:13]=3[C:14]3[S:18][C:17]([CH2:19][N:20]5[CH2:21][CH2:22][N:23]([C:26]([O:28][CH2:29][C:30]6[CH:31]=[CH:32][CH:33]=[CH:34][CH:35]=6)=[O:27])[CH2:24][CH2:25]5)=[CH:16][CH:15]=3)=[CH:11][CH:10]=[CH:9][CH:8]=4)[CH3:3])[N:54]=[C:53]([C:47]3[CH:48]=[C:49]([O:51][CH3:52])[CH:50]=[C:45]([F:44])[CH:46]=3)[C:61]=12, predict the reactants needed to synthesize it. The reactants are: O[CH:2]([C:4]1[O:5][C:6](=[O:36])[C:7]2[C:12]([C:13]=1[C:14]1[S:18][C:17]([CH2:19][N:20]3[CH2:25][CH2:24][N:23]([C:26]([O:28][CH2:29][C:30]4[CH:35]=[CH:34][CH:33]=[CH:32][CH:31]=4)=[O:27])[CH2:22][CH2:21]3)=[CH:16][CH:15]=1)=[CH:11][CH:10]=[CH:9][CH:8]=2)[CH3:3].BrP(Br)Br.C(Cl)Cl.[F:44][C:45]1[CH:46]=[C:47]([C:53]2[C:61]3[C:56](=[N:57][CH:58]=[N:59][C:60]=3[NH2:62])[NH:55][N:54]=2)[CH:48]=[C:49]([O:51][CH3:52])[CH:50]=1.C(=O)([O-])[O-].[K+].[K+].[Br-]. (5) Given the product [CH:30]1([C:27]2[CH:28]=[CH:29][C:24]([CH2:23][O:22][C:18]3[C:17]([CH3:39])=[C:16]4[C:21](=[CH:20][CH:19]=3)[N:13]([C:11](=[O:12])[CH2:10][NH:9][CH2:8][CH2:7][C:6]([OH:47])=[O:5])[CH2:14][CH2:15]4)=[CH:25][C:26]=2[C:35]([F:38])([F:36])[F:37])[CH2:31][CH2:32][CH2:33][CH2:34]1, predict the reactants needed to synthesize it. The reactants are: C([O:5][C:6](=[O:47])[CH2:7][CH2:8][N:9](C(OC(C)(C)C)=O)[CH2:10][C:11]([N:13]1[C:21]2[C:16](=[C:17]([CH3:39])[C:18]([O:22][CH2:23][C:24]3[CH:29]=[CH:28][C:27]([CH:30]4[CH2:34][CH2:33][CH2:32][CH2:31]4)=[C:26]([C:35]([F:38])([F:37])[F:36])[CH:25]=3)=[CH:19][CH:20]=2)[CH2:15][CH2:14]1)=[O:12])(C)(C)C.C(O)(C(F)(F)F)=O.